From a dataset of Forward reaction prediction with 1.9M reactions from USPTO patents (1976-2016). Predict the product of the given reaction. (1) Given the reactants C1N=CN([C:6](N2C=NC=C2)=[O:7])C=1.[C:13]([O:17][C:18]([N:20]1[CH2:25][CH2:24][CH:23]([NH:26][C:27]2[CH:32]=[CH:31][N:30]=[CH:29][C:28]=2[NH2:33])[CH2:22][CH2:21]1)=[O:19])([CH3:16])([CH3:15])[CH3:14].CCN(C(C)C)C(C)C, predict the reaction product. The product is: [O:7]=[C:6]1[NH:33][C:28]2[CH:29]=[N:30][CH:31]=[CH:32][C:27]=2[N:26]1[CH:23]1[CH2:22][CH2:21][N:20]([C:18]([O:17][C:13]([CH3:16])([CH3:14])[CH3:15])=[O:19])[CH2:25][CH2:24]1. (2) The product is: [F:9][C:2]([F:1])([F:10])[CH2:3][CH2:4][CH2:5][C:6]([N:55]1[CH2:54][CH2:53][CH:52]([C:50]2[O:49][N:48]=[C:47]([C:43]3[S:42][CH:46]=[CH:45][N:44]=3)[N:51]=2)[CH2:57][CH2:56]1)=[O:8]. Given the reactants [F:1][C:2]([F:10])([F:9])[CH2:3][CH2:4][CH2:5][C:6]([OH:8])=O.CCN=C=NCCCN(C)C.C1C=CC2N(O)N=NC=2C=1.CCN(C(C)C)C(C)C.Cl.[S:42]1[CH:46]=[CH:45][N:44]=[C:43]1[C:47]1[N:51]=[C:50]([CH:52]2[CH2:57][CH2:56][NH:55][CH2:54][CH2:53]2)[O:49][N:48]=1, predict the reaction product. (3) Given the reactants ClN([C:10]1[C:19]2[C:14](=[CH:15][C:16](O)=[C:17](OC)[CH:18]=2)[N:13]=[CH:12][N:11]=1)C1C=CC=CC=1F.BrCCCOC1CCCCO1.C(=O)([O-])[O-].[K+].[K+], predict the reaction product. The product is: [N:13]1[C:14]2[C:19](=[CH:18][CH:17]=[CH:16][CH:15]=2)[CH:10]=[N:11][CH:12]=1. (4) Given the reactants Br[CH2:2][C:3]1[C:4]([C:17]2[CH:22]=[CH:21][CH:20]=[CH:19][CH:18]=2)=[N:5][C:6]2[C:11]([C:12]=1[C:13]([O:15][CH3:16])=[O:14])=[CH:10][CH:9]=[CH:8][CH:7]=2.[NH:23]1[CH2:27][CH2:26][CH2:25][C:24]1=[O:28].CC(C)([O-])C.[K+], predict the reaction product. The product is: [O:28]=[C:24]1[CH2:25][CH2:26][CH2:27][N:23]1[CH2:2][C:3]1[C:4]([C:17]2[CH:22]=[CH:21][CH:20]=[CH:19][CH:18]=2)=[N:5][C:6]2[C:11]([C:12]=1[C:13]([O:15][CH3:16])=[O:14])=[CH:10][CH:9]=[CH:8][CH:7]=2. (5) Given the reactants [F:1][C:2]1[CH:3]=[C:4]([OH:10])[CH:5]=[C:6]([F:9])[C:7]=1[F:8].[N+:11]([O-])([OH:13])=[O:12], predict the reaction product. The product is: [F:1][C:2]1[CH2:3][C:4]([N+:11]([O-:13])=[O:12])([OH:10])[CH:5]=[C:6]([F:9])[C:7]=1[F:8]. (6) The product is: [NH2:6][CH:7]([C:15]1[C:24]2[C:19](=[CH:20][CH:21]=[CH:22][CH:23]=2)[CH:18]=[CH:17][C:16]=1[O:25][CH3:26])[CH2:8][CH2:9][CH2:10][C:11]([O:13][CH3:14])=[O:12]. Given the reactants CC(C)(S([NH:6][CH:7]([C:15]1[C:24]2[C:19](=[CH:20][CH:21]=[CH:22][CH:23]=2)[CH:18]=[CH:17][C:16]=1[O:25][CH3:26])[CH2:8][CH2:9][CH2:10][C:11]([O:13][CH3:14])=[O:12])=O)C.Cl.O1CCOCC1, predict the reaction product. (7) Given the reactants [Br:1][C:2]1[CH:7]=[C:6]([CH:8]([CH3:10])[CH3:9])[C:5]([F:11])=[CH:4][C:3]=1[O:12][CH3:13].C([O:17][B:18](OC(C)C)[O:19]C(C)C)(C)C.[Li]CCCC.OS(O)(=O)=O, predict the reaction product. The product is: [BH:18]([OH:19])[OH:17].[Br:1][C:2]1[CH:7]=[C:6]([CH:8]([CH3:10])[CH3:9])[C:5]([F:11])=[CH:4][C:3]=1[O:12][CH3:13]. (8) Given the reactants [F:1][C:2]1[CH:7]=[CH:6][C:5]([C:8]2[CH:24]=[C:11]3[CH:12]=[C:13]([C:16]4[CH:23]=[CH:22][CH:21]=[CH:20][C:17]=4[CH:18]=[O:19])[CH:14]=[CH:15][N:10]3[N:9]=2)=[CH:4][CH:3]=1.[C:25]([Mg]Br)#[CH:26], predict the reaction product. The product is: [F:1][C:2]1[CH:3]=[CH:4][C:5]([C:8]2[CH:24]=[C:11]3[CH:12]=[C:13]([C:16]4[CH:23]=[CH:22][CH:21]=[CH:20][C:17]=4[CH:18]([OH:19])[C:25]#[CH:26])[CH:14]=[CH:15][N:10]3[N:9]=2)=[CH:6][CH:7]=1. (9) The product is: [CH3:25][O:26][C:20]1[CH:21]=[CH:16][C:15]([N:14]([CH3:13])[C:2]2[C:3]3[CH:11]=[CH:10][S:9][C:4]=3[N:5]=[C:6]([CH3:8])[N:7]=2)=[CH:35][CH:34]=1. Given the reactants Cl[C:2]1[C:3]2[CH:11]=[CH:10][S:9][C:4]=2[N:5]=[C:6]([CH3:8])[N:7]=1.C[C:13]1[N:14]=[C:15](O)[C:16]2[CH:21]=[CH:20]SC=2N=1.CN(C)[CH:25]=[O:26].P(Cl)(Cl)(Cl)=O.Cl[CH2:34][CH2:35]Cl, predict the reaction product. (10) Given the reactants [C:1]([O:5][C:6]([NH:8][CH:9]1[CH:14]([OH:15])[CH2:13][CH2:12][N:11]([C:16]([O:18][CH2:19][C:20]2[CH:25]=[CH:24][CH:23]=[CH:22][CH:21]=2)=[O:17])[CH2:10]1)=[O:7])([CH3:4])([CH3:3])[CH3:2].CC(OI1(OC(C)=O)(OC(C)=O)OC(=O)C2C=CC=CC1=2)=O.C([O-])(O)=O.[Na+].[O-]S([O-])(=S)=O.[Na+].[Na+], predict the reaction product. The product is: [C:1]([O:5][C:6]([NH:8][CH:9]1[C:14](=[O:15])[CH2:13][CH2:12][N:11]([C:16]([O:18][CH2:19][C:20]2[CH:25]=[CH:24][CH:23]=[CH:22][CH:21]=2)=[O:17])[CH2:10]1)=[O:7])([CH3:4])([CH3:2])[CH3:3].